This data is from Merck oncology drug combination screen with 23,052 pairs across 39 cell lines. The task is: Regression. Given two drug SMILES strings and cell line genomic features, predict the synergy score measuring deviation from expected non-interaction effect. (1) Synergy scores: synergy=-5.24. Cell line: KPL1. Drug 2: CC(C)CC(NC(=O)C(Cc1ccccc1)NC(=O)c1cnccn1)B(O)O. Drug 1: COc1cccc2c1C(=O)c1c(O)c3c(c(O)c1C2=O)CC(O)(C(=O)CO)CC3OC1CC(N)C(O)C(C)O1. (2) Drug 1: CC1CC2C3CCC4=CC(=O)C=CC4(C)C3(F)C(O)CC2(C)C1(O)C(=O)CO. Drug 2: COC1CC2CCC(C)C(O)(O2)C(=O)C(=O)N2CCCCC2C(=O)OC(C(C)CC2CCC(OP(C)(C)=O)C(OC)C2)CC(=O)C(C)C=C(C)C(O)C(OC)C(=O)C(C)CC(C)C=CC=CC=C1C. Cell line: A2780. Synergy scores: synergy=1.43. (3) Drug 1: CS(=O)(=O)CCNCc1ccc(-c2ccc3ncnc(Nc4ccc(OCc5cccc(F)c5)c(Cl)c4)c3c2)o1. Drug 2: Cn1c(=O)n(-c2ccc(C(C)(C)C#N)cc2)c2c3cc(-c4cnc5ccccc5c4)ccc3ncc21. Cell line: OVCAR3. Synergy scores: synergy=34.2. (4) Drug 1: O=C(CCCCCCC(=O)Nc1ccccc1)NO. Drug 2: CNC(=O)c1cc(Oc2ccc(NC(=O)Nc3ccc(Cl)c(C(F)(F)F)c3)cc2)ccn1. Cell line: KPL1. Synergy scores: synergy=-5.16.